This data is from Protein-peptide binding for MDM2, ACE2, and 12ca5 with 34 validated binders. The task is: Binary Classification. Given protein and peptide amino acid sequences, predict whether they interact or not. (1) The peptide is TSFAEYWAALAPK. The protein target is MDM2 with sequence MCNTNMSVPTDGAVTTSQIPASEQETLVRPKPLLLKLLKSVGAQKDTYTMKEVLFYLGQYIMTKRLYDEKQQHIVYCSNDLLGDLFGVPSFSVKEHRKIYTMIYRNLVVVNQQESSDSGTSVSENRCHLEGGSDQKDLVQELQEEKPSSSHLVSRPSTSSRRRAISETEENSDELSGERQRKRHKSDSISLSFDESLALCVIREICCERSSSSESTGTPSNPDLDAGVSEHSGDWLDQDSVSDQFSVEFEVESLDSEDYSLSEEGQELSDEDDEVYQVTVYQAGESDTDSFEEDPEISLADYWKCTSCNEMNPPLPSHCNRCWALRENWLPEDKGKDKGEISEKAKLENSTQAEEGFDVPDCKKTIVNDSRESCVEENDDKITQASQSQESEDYSQPSTSSSIIYSSQEDVKEFEREETQDKEESVESSLPLNAIEPCVICQGRPKNGCIVHGKTGHLMACFTCAKKLKKRNKPCPVCRQPIQMIVLTYFP. (2) The protein target is MDM2 with sequence MCNTNMSVPTDGAVTTSQIPASEQETLVRPKPLLLKLLKSVGAQKDTYTMKEVLFYLGQYIMTKRLYDEKQQHIVYCSNDLLGDLFGVPSFSVKEHRKIYTMIYRNLVVVNQQESSDSGTSVSENRCHLEGGSDQKDLVQELQEEKPSSSHLVSRPSTSSRRRAISETEENSDELSGERQRKRHKSDSISLSFDESLALCVIREICCERSSSSESTGTPSNPDLDAGVSEHSGDWLDQDSVSDQFSVEFEVESLDSEDYSLSEEGQELSDEDDEVYQVTVYQAGESDTDSFEEDPEISLADYWKCTSCNEMNPPLPSHCNRCWALRENWLPEDKGKDKGEISEKAKLENSTQAEEGFDVPDCKKTIVNDSRESCVEENDDKITQASQSQESEDYSQPSTSSSIIYSSQEDVKEFEREETQDKEESVESSLPLNAIEPCVICQGRPKNGCIVHGKTGHLMACFTCAKKLKKRNKPCPVCRQPIQMIVLTYFP. The peptide is TAFAEAWNLLSP. The binding affinity (KD) is 628 nM. (3) The protein target is MDM2 with sequence MCNTNMSVPTDGAVTTSQIPASEQETLVRPKPLLLKLLKSVGAQKDTYTMKEVLFYLGQYIMTKRLYDEKQQHIVYCSNDLLGDLFGVPSFSVKEHRKIYTMIYRNLVVVNQQESSDSGTSVSENRCHLEGGSDQKDLVQELQEEKPSSSHLVSRPSTSSRRRAISETEENSDELSGERQRKRHKSDSISLSFDESLALCVIREICCERSSSSESTGTPSNPDLDAGVSEHSGDWLDQDSVSDQFSVEFEVESLDSEDYSLSEEGQELSDEDDEVYQVTVYQAGESDTDSFEEDPEISLADYWKCTSCNEMNPPLPSHCNRCWALRENWLPEDKGKDKGEISEKAKLENSTQAEEGFDVPDCKKTIVNDSRESCVEENDDKITQASQSQESEDYSQPSTSSSIIYSSQEDVKEFEREETQDKEESVESSLPLNAIEPCVICQGRPKNGCIVHGKTGHLMACFTCAKKLKKRNKPCPVCRQPIQMIVLTYFP. The peptide is LTAEHYWAQLTSK. (4) The protein target is MDM2 with sequence MCNTNMSVPTDGAVTTSQIPASEQETLVRPKPLLLKLLKSVGAQKDTYTMKEVLFYLGQYIMTKRLYDEKQQHIVYCSNDLLGDLFGVPSFSVKEHRKIYTMIYRNLVVVNQQESSDSGTSVSENRCHLEGGSDQKDLVQELQEEKPSSSHLVSRPSTSSRRRAISETEENSDELSGERQRKRHKSDSISLSFDESLALCVIREICCERSSSSESTGTPSNPDLDAGVSEHSGDWLDQDSVSDQFSVEFEVESLDSEDYSLSEEGQELSDEDDEVYQVTVYQAGESDTDSFEEDPEISLADYWKCTSCNEMNPPLPSHCNRCWALRENWLPEDKGKDKGEISEKAKLENSTQAEEGFDVPDCKKTIVNDSRESCVEENDDKITQASQSQESEDYSQPSTSSSIIYSSQEDVKEFEREETQDKEESVESSLPLNAIEPCVICQGRPKNGCIVHGKTGHLMACFTCAKKLKKRNKPCPVCRQPIQMIVLTYFP. The peptide is LTFEHYWAQPTSK. (5) The protein target is MDM2 with sequence MCNTNMSVPTDGAVTTSQIPASEQETLVRPKPLLLKLLKSVGAQKDTYTMKEVLFYLGQYIMTKRLYDEKQQHIVYCSNDLLGDLFGVPSFSVKEHRKIYTMIYRNLVVVNQQESSDSGTSVSENRCHLEGGSDQKDLVQELQEEKPSSSHLVSRPSTSSRRRAISETEENSDELSGERQRKRHKSDSISLSFDESLALCVIREICCERSSSSESTGTPSNPDLDAGVSEHSGDWLDQDSVSDQFSVEFEVESLDSEDYSLSEEGQELSDEDDEVYQVTVYQAGESDTDSFEEDPEISLADYWKCTSCNEMNPPLPSHCNRCWALRENWLPEDKGKDKGEISEKAKLENSTQAEEGFDVPDCKKTIVNDSRESCVEENDDKITQASQSQESEDYSQPSTSSSIIYSSQEDVKEFEREETQDKEESVESSLPLNAIEPCVICQGRPKNGCIVHGKTGHLMACFTCAKKLKKRNKPCPVCRQPIQMIVLTYFP. The peptide is AAFAEYWAALSAK. (6) The protein target is ACE2 with sequence MSSSSWLLLSLVAVTAAQSTIEEQAKTFLDKFNHEAEDLFYQSSLASWNYNTNITEENVQNMNNAGDKWSAFLKEQSTLAQMYPLQEIQNLTVKLQLQALQQNGSSVLSEDKSKRLNTILNTMSTIYSTGKVCNPDNPQECLLLEPGLNEIMANSLDYNERLWAWESWRSEVGKQLRPLYEEYVVLKNEMARANHYEDYGDYWRGDYEVNGVDGYDYSRGQLIEDVEHTFEEIKPLYEHLHAYVRAKLMNAYPSYISPIGCLPAHLLGDMWGRFWTNLYSLTVPFGQKPNIDVTDAMVDQAWDAQRIFKEAEKFFVSVGLPNMTQGFWENSMLTDPGNVQKAVCHPTAWDLGKGDFRILMCTKVTMDDFLTAHHEMGHIQYDMAYAAQPFLLRNGANEGFHEAVGEIMSLSAATPKHLKSIGLLSPDFQEDNETEINFLLKQALTIVGTLPFTYMLEKWRWMVFKGEIPKDQWMKKWWEMKREIVGVVEPVPHDETYCDP.... The peptide is LQRGVFGFPYRVK. The binding affinity (KD) is 26.0 nM. (7) The protein target is MDM2 with sequence MCNTNMSVPTDGAVTTSQIPASEQETLVRPKPLLLKLLKSVGAQKDTYTMKEVLFYLGQYIMTKRLYDEKQQHIVYCSNDLLGDLFGVPSFSVKEHRKIYTMIYRNLVVVNQQESSDSGTSVSENRCHLEGGSDQKDLVQELQEEKPSSSHLVSRPSTSSRRRAISETEENSDELSGERQRKRHKSDSISLSFDESLALCVIREICCERSSSSESTGTPSNPDLDAGVSEHSGDWLDQDSVSDQFSVEFEVESLDSEDYSLSEEGQELSDEDDEVYQVTVYQAGESDTDSFEEDPEISLADYWKCTSCNEMNPPLPSHCNRCWALRENWLPEDKGKDKGEISEKAKLENSTQAEEGFDVPDCKKTIVNDSRESCVEENDDKITQASQSQESEDYSQPSTSSSIIYSSQEDVKEFEREETQDKEESVESSLPLNAIEPCVICQGRPKNGCIVHGKTGHLMACFTCAKKLKKRNKPCPVCRQPIQMIVLTYFP. The peptide is LTFEHYWAQLTSK. (8) The protein target is MDM2 with sequence MCNTNMSVPTDGAVTTSQIPASEQETLVRPKPLLLKLLKSVGAQKDTYTMKEVLFYLGQYIMTKRLYDEKQQHIVYCSNDLLGDLFGVPSFSVKEHRKIYTMIYRNLVVVNQQESSDSGTSVSENRCHLEGGSDQKDLVQELQEEKPSSSHLVSRPSTSSRRRAISETEENSDELSGERQRKRHKSDSISLSFDESLALCVIREICCERSSSSESTGTPSNPDLDAGVSEHSGDWLDQDSVSDQFSVEFEVESLDSEDYSLSEEGQELSDEDDEVYQVTVYQAGESDTDSFEEDPEISLADYWKCTSCNEMNPPLPSHCNRCWALRENWLPEDKGKDKGEISEKAKLENSTQAEEGFDVPDCKKTIVNDSRESCVEENDDKITQASQSQESEDYSQPSTSSSIIYSSQEDVKEFEREETQDKEESVESSLPLNAIEPCVICQGRPKNGCIVHGKTGHLMACFTCAKKLKKRNKPCPVCRQPIQMIVLTYFP. The peptide is LTFEHYYAQYTSK. (9) The protein target is MDM2 with sequence MCNTNMSVPTDGAVTTSQIPASEQETLVRPKPLLLKLLKSVGAQKDTYTMKEVLFYLGQYIMTKRLYDEKQQHIVYCSNDLLGDLFGVPSFSVKEHRKIYTMIYRNLVVVNQQESSDSGTSVSENRCHLEGGSDQKDLVQELQEEKPSSSHLVSRPSTSSRRRAISETEENSDELSGERQRKRHKSDSISLSFDESLALCVIREICCERSSSSESTGTPSNPDLDAGVSEHSGDWLDQDSVSDQFSVEFEVESLDSEDYSLSEEGQELSDEDDEVYQVTVYQAGESDTDSFEEDPEISLADYWKCTSCNEMNPPLPSHCNRCWALRENWLPEDKGKDKGEISEKAKLENSTQAEEGFDVPDCKKTIVNDSRESCVEENDDKITQASQSQESEDYSQPSTSSSIIYSSQEDVKEFEREETQDKEESVESSLPLNAIEPCVICQGRPKNGCIVHGKTGHLMACFTCAKKLKKRNKPCPVCRQPIQMIVLTYFP. The peptide is TAFAEYWNALAAK.